This data is from Forward reaction prediction with 1.9M reactions from USPTO patents (1976-2016). The task is: Predict the product of the given reaction. Given the reactants [Cl:1][C:2]1[CH:42]=[CH:41][C:5]([C:6]2[C:11]([C:12]3[CH:21]=[CH:20][C:19]4[C:14](=[CH:15][C:16]([F:40])=[C:17]([C:22]5[N:26]([CH:27]6[CH2:32][CH2:31][CH2:30][CH2:29][CH2:28]6)[C:25]6[CH:33]=[CH:34][C:35]([C:37](O)=[O:38])=[CH:36][C:24]=6[N:23]=5)[CH:18]=4)[N:13]=3)=[CH:10][CH:9]=[CH:8][CH:7]=2)=[CH:4][CH:3]=1.[OH:43][CH:44]1[CH2:49][CH2:48][NH:47][CH2:46][CH2:45]1, predict the reaction product. The product is: [Cl:1][C:2]1[CH:42]=[CH:41][C:5]([C:6]2[C:11]([C:12]3[CH:21]=[CH:20][C:19]4[C:14](=[CH:15][C:16]([F:40])=[C:17]([C:22]5[N:26]([CH:27]6[CH2:32][CH2:31][CH2:30][CH2:29][CH2:28]6)[C:25]6[CH:33]=[CH:34][C:35]([C:37]([N:47]7[CH2:48][CH2:49][CH:44]([OH:43])[CH2:45][CH2:46]7)=[O:38])=[CH:36][C:24]=6[N:23]=5)[CH:18]=4)[N:13]=3)=[CH:10][CH:9]=[CH:8][CH:7]=2)=[CH:4][CH:3]=1.